This data is from Full USPTO retrosynthesis dataset with 1.9M reactions from patents (1976-2016). The task is: Predict the reactants needed to synthesize the given product. (1) The reactants are: [CH3:1][O:2][C:3]1[CH:22]=[CH:21][C:6]([CH2:7][C@@H:8]2[C:12]3=[N:13][C:14]4[CH:19]=[CH:18][CH:17]=[CH:16][C:15]=4[N:11]3[C:10](=[O:20])[NH:9]2)=[CH:5][CH:4]=1.[NH2:23][C@@H:24]1[CH2:28][CH2:27][CH2:26][C@@H:25]1[OH:29].C(O)(C(F)(F)F)=O. Given the product [NH:11]1[C:15]2[CH:16]=[CH:17][CH:18]=[CH:19][C:14]=2[N:13]=[C:12]1[C@H:8]([NH:9][C:10]([NH:23][C@@H:24]1[CH2:28][CH2:27][CH2:26][C@@H:25]1[OH:29])=[O:20])[CH2:7][C:6]1[CH:5]=[CH:4][C:3]([O:2][CH3:1])=[CH:22][CH:21]=1, predict the reactants needed to synthesize it. (2) Given the product [C:1]([NH:5][S:6]([C:9]1[C:18]2[C:13](=[CH:14][CH:15]=[CH:16][CH:17]=2)[C:12]([C:19]2[O:23][C:22]([C:24]([OH:26])=[O:25])=[C:21]([CH3:28])[C:20]=2[CH2:29][CH:30]2[CH2:31][CH2:32][CH2:33][CH2:34][CH2:35]2)=[CH:11][CH:10]=1)(=[O:8])=[O:7])([CH3:4])([CH3:2])[CH3:3], predict the reactants needed to synthesize it. The reactants are: [C:1]([NH:5][S:6]([C:9]1[C:18]2[C:13](=[CH:14][CH:15]=[CH:16][CH:17]=2)[C:12]([C:19]2[O:23][C:22]([C:24]([O:26]C)=[O:25])=[C:21]([CH3:28])[C:20]=2[CH2:29][CH:30]2[CH2:35][CH2:34][CH2:33][CH2:32][CH2:31]2)=[CH:11][CH:10]=1)(=[O:8])=[O:7])([CH3:4])([CH3:3])[CH3:2].[OH-].[Na+].